From a dataset of Full USPTO retrosynthesis dataset with 1.9M reactions from patents (1976-2016). Predict the reactants needed to synthesize the given product. (1) The reactants are: [OH:1][C:2]1[CH:28]=[CH:27][C:5]([C:6]([C:8]2[CH:26]=[CH:25][C:11]([O:12][CH:13]3[CH2:17][CH2:16][N:15](C(OC(C)(C)C)=O)[CH2:14]3)=[CH:10][CH:9]=2)=O)=[CH:4][CH:3]=1.[C:29]([C:33]1[CH:38]=[CH:37][CH:36]=[CH:35][CH:34]=1)(=O)[CH2:30][CH3:31]. Given the product [C:33]1([C:29]([CH2:30][CH3:31])=[C:6]([C:5]2[CH:4]=[CH:3][C:2]([OH:1])=[CH:28][CH:27]=2)[C:8]2[CH:9]=[CH:10][C:11]([O:12][CH:13]3[CH2:17][CH2:16][NH:15][CH2:14]3)=[CH:25][CH:26]=2)[CH:38]=[CH:37][CH:36]=[CH:35][CH:34]=1, predict the reactants needed to synthesize it. (2) Given the product [N:1]1([C:6]2[CH:18]=[CH:17][C:16]3[C:15]4[C:10](=[CH:11][CH:12]=[CH:13][CH:14]=4)[N:9]([C:20]4[CH:32]=[CH:31][C:30]5[C:29]6[C:24](=[CH:25][CH:26]=[CH:27][CH:28]=6)[N:23]([C:33]6[CH:38]=[CH:37][CH:36]=[CH:35][N:34]=6)[C:22]=5[CH:21]=4)[C:8]=3[CH:7]=2)[CH:5]=[CH:4][CH:3]=[N:2]1, predict the reactants needed to synthesize it. The reactants are: [N:1]1([C:6]2[CH:18]=[CH:17][C:16]3[C:15]4[C:10](=[CH:11][CH:12]=[CH:13][CH:14]=4)[NH:9][C:8]=3[CH:7]=2)[CH:5]=[CH:4][CH:3]=[N:2]1.Br[C:20]1[CH:32]=[CH:31][C:30]2[C:29]3[C:24](=[CH:25][CH:26]=[CH:27][CH:28]=3)[N:23]([C:33]3[CH:38]=[CH:37][CH:36]=[CH:35][N:34]=3)[C:22]=2[CH:21]=1.CC([O-])(C)C.[Na+]. (3) Given the product [N:21]1([C:18]([CH:16]2[CH2:17][CH:14]([NH:13][C@@H:11]([C:1]3[C:10]4[C:5](=[CH:6][CH:7]=[CH:8][CH:9]=4)[CH:4]=[CH:3][CH:2]=3)[CH3:12])[CH2:15]2)=[O:20])[CH2:26][CH2:25][O:24][CH2:23][CH2:22]1, predict the reactants needed to synthesize it. The reactants are: [C:1]1([C@H:11]([NH:13][CH:14]2[CH2:17][CH:16]([C:18]([OH:20])=O)[CH2:15]2)[CH3:12])[C:10]2[C:5](=[CH:6][CH:7]=[CH:8][CH:9]=2)[CH:4]=[CH:3][CH:2]=1.[NH:21]1[CH2:26][CH2:25][O:24][CH2:23][CH2:22]1. (4) Given the product [Cl:25][C:26]1[CH:31]=[C:30]([CH:29]=[CH:28][CH:27]=1)[O:1][C:2]1[CH:7]=[C:6]([O:8][CH3:9])[CH:5]=[CH:4][C:3]=1[CH:10]1[CH2:14][N:13]([C:15]2[CH:16]=[C:17]([CH:21]=[CH:22][CH:23]=2)[C:18]([NH2:20])=[O:19])[C:12](=[O:24])[CH2:11]1, predict the reactants needed to synthesize it. The reactants are: [OH:1][C:2]1[CH:7]=[C:6]([O:8][CH3:9])[CH:5]=[CH:4][C:3]=1[CH:10]1[CH2:14][N:13]([C:15]2[CH:16]=[C:17]([CH:21]=[CH:22][CH:23]=2)[C:18]([NH2:20])=[O:19])[C:12](=[O:24])[CH2:11]1.[Cl:25][C:26]1[CH:27]=[C:28](B(O)O)[CH:29]=[CH:30][CH:31]=1.N(C)(C)C.